This data is from CYP3A4 inhibition data for predicting drug metabolism from PubChem BioAssay. The task is: Regression/Classification. Given a drug SMILES string, predict its absorption, distribution, metabolism, or excretion properties. Task type varies by dataset: regression for continuous measurements (e.g., permeability, clearance, half-life) or binary classification for categorical outcomes (e.g., BBB penetration, CYP inhibition). Dataset: cyp3a4_veith. The compound is COC(=O)[C@H](CCSC)NC(=O)C/C=C\[C@@H](C)CO. The result is 0 (non-inhibitor).